Task: Predict the product of the given reaction.. Dataset: Forward reaction prediction with 1.9M reactions from USPTO patents (1976-2016) (1) The product is: [CH3:44][N:45]1[CH:49]=[C:48]([S:50]([N:4]2[CH2:5][CH:6]([C:7]3[CH:8]=[CH:9][CH:10]=[CH:11][CH:12]=3)[CH:2]([O:1][C:36]3[CH:41]=[CH:40][CH:39]=[CH:38][CH:37]=3)[CH2:3]2)(=[O:52])=[O:51])[N:47]=[CH:46]1. Given the reactants [OH:1][CH:2]1[CH:6]([C:7]2[CH:12]=[CH:11][CH:10]=[CH:9][CH:8]=2)[CH2:5][N:4](C(OC(C)(C)C)=O)[CH2:3]1.N(/C(OC(C)(C)C)=O)=N/C(OC(C)(C)C)=O.[C:36]1(O)[CH:41]=[CH:40][CH:39]=[CH:38][CH:37]=1.Cl.[CH3:44][N:45]1[CH:49]=[C:48]([S:50](Cl)(=[O:52])=[O:51])[N:47]=[CH:46]1, predict the reaction product. (2) The product is: [Br:1][C:2]1[CH:7]=[CH:6][C:5]([S:8]([CH2:14][CH2:13][C:12]#[N:15])(=[O:10])=[O:9])=[CH:4][CH:3]=1. Given the reactants [Br:1][C:2]1[CH:7]=[CH:6][C:5]([S:8]([O-:10])=[O:9])=[CH:4][CH:3]=1.[Na+].[C:12](#[N:15])[CH:13]=[CH2:14].C(O)(=O)C, predict the reaction product. (3) Given the reactants [CH3:1][O:2][C:3]1[CH:4]=[C:5]([N:9]([CH3:30])[C:10]2[C:22]3[C:21]4[C:16](=[CH:17][CH:18]=[CH:19][CH:20]=4)[NH:15][C:14]=3[N:13]=[C:12]([NH:23]C(=O)C(C)(C)C)[N:11]=2)[CH:6]=[CH:7][CH:8]=1.[OH-].[Na+].C(Cl)(Cl)Cl.CO, predict the reaction product. The product is: [CH3:1][O:2][C:3]1[CH:4]=[C:5]([N:9]([CH3:30])[C:10]2[C:22]3[C:21]4[C:16](=[CH:17][CH:18]=[CH:19][CH:20]=4)[NH:15][C:14]=3[N:13]=[C:12]([NH2:23])[N:11]=2)[CH:6]=[CH:7][CH:8]=1. (4) Given the reactants C[Si]([N-][Si](C)(C)C)(C)C.[K+].[CH:11]1([C:14]#[N:15])[CH2:13][CH2:12]1.F[C:17]1[CH:24]=[CH:23][C:20]([C:21]#[N:22])=[CH:19][CH:18]=1.C([O-])(O)=O.[Na+].CCOC(C)=O, predict the reaction product. The product is: [C:14]([C:11]1([C:17]2[CH:24]=[CH:23][C:20]([C:21]#[N:22])=[CH:19][CH:18]=2)[CH2:13][CH2:12]1)#[N:15]. (5) Given the reactants [CH3:1][O:2][C:3]1[CH:8]=[CH:7][C:6]([C:9]2([C:12]#[N:13])[CH2:11][CH2:10]2)=[CH:5][CH:4]=1.[CH2:14]([OH:16])[CH3:15].C([Cl:20])(=O)C, predict the reaction product. The product is: [ClH:20].[CH3:1][O:2][C:3]1[CH:8]=[CH:7][C:6]([C:9]2([C:12](=[NH:13])[O:16][CH2:14][CH3:15])[CH2:11][CH2:10]2)=[CH:5][CH:4]=1. (6) Given the reactants [CH3:1][NH:2][C:3]1[CH:8]=[CH:7][CH:6]=[CH:5][CH:4]=1.Br.Br[CH:11]([C:13]1[CH:14]=[C:15]([C:30]([N:32]([CH3:34])[CH3:33])=[O:31])[CH:16]=[C:17]2[C:22]=1[O:21][C:20]([N:23]1[CH2:28][CH2:27][O:26][CH2:25][CH2:24]1)=[CH:19][C:18]2=[O:29])[CH3:12], predict the reaction product. The product is: [CH3:33][N:32]([CH3:34])[C:30]([C:15]1[CH:16]=[C:17]2[C:22](=[C:13]([CH:11]([N:2]([CH3:1])[C:3]3[CH:8]=[CH:7][CH:6]=[CH:5][CH:4]=3)[CH3:12])[CH:14]=1)[O:21][C:20]([N:23]1[CH2:28][CH2:27][O:26][CH2:25][CH2:24]1)=[CH:19][C:18]2=[O:29])=[O:31]. (7) Given the reactants FC(F)(F)C(O)=O.[F:8][C:9]([F:27])([F:26])[C:10]1[CH:15]=[CH:14][CH:13]=[CH:12][C:11]=1[CH2:16][NH:17][C:18]([CH:20]1[CH2:25][CH2:24][NH:23][CH2:22][CH2:21]1)=[O:19].C(N(CC)CC)C.Cl[C:36]1[N:41]=[C:40]([N:42]([CH3:44])[CH3:43])[CH:39]=[C:38]([CH3:45])[N:37]=1, predict the reaction product. The product is: [CH3:43][N:42]([CH3:44])[C:40]1[CH:39]=[C:38]([CH3:45])[N:37]=[C:36]([N:23]2[CH2:24][CH2:25][CH:20]([C:18]([NH:17][CH2:16][C:11]3[CH:12]=[CH:13][CH:14]=[CH:15][C:10]=3[C:9]([F:8])([F:26])[F:27])=[O:19])[CH2:21][CH2:22]2)[N:41]=1. (8) Given the reactants Cl[C:2]1[CH:7]=[CH:6][C:5]([C:8]([NH:10][C@@H:11]([CH:16]2[CH2:21][CH2:20][CH2:19][CH2:18][CH2:17]2)[C:12]([O:14][CH3:15])=[O:13])=[O:9])=[C:4]([NH:22][C:23]([NH:25][C:26]2[C:31]([CH3:32])=[CH:30][C:29]([CH3:33])=[CH:28][C:27]=2[CH3:34])=[O:24])[CH:3]=1.[CH3:35][O:36][C:37]1[CH:38]=[C:39](B(O)O)[CH:40]=[CH:41][C:42]=1[O:43][CH3:44].[F-].[Cs+].O, predict the reaction product. The product is: [CH3:35][O:36][C:37]1[CH:38]=[C:39]([C:2]2[CH:7]=[CH:6][C:5]([C:8]([NH:10][C@@H:11]([CH:16]3[CH2:21][CH2:20][CH2:19][CH2:18][CH2:17]3)[C:12]([O:14][CH3:15])=[O:13])=[O:9])=[C:4]([NH:22][C:23]([NH:25][C:26]3[C:27]([CH3:34])=[CH:28][C:29]([CH3:33])=[CH:30][C:31]=3[CH3:32])=[O:24])[CH:3]=2)[CH:40]=[CH:41][C:42]=1[O:43][CH3:44]. (9) Given the reactants Br[C:2]1[CH:3]=[N:4][CH:5]=[C:6]2[C:11]=1[N:10]=[C:9]([C:12]([NH2:14])=[O:13])[CH:8]=[CH:7]2.[C:15]1([CH3:24])[CH:20]=[CH:19][CH:18]=[CH:17][C:16]=1B(O)O.C(=O)([O-])[O-].[Cs+].[Cs+], predict the reaction product. The product is: [C:15]1([CH3:24])[CH:20]=[CH:19][CH:18]=[CH:17][C:16]=1[C:2]1[CH:3]=[N:4][CH:5]=[C:6]2[C:11]=1[N:10]=[C:9]([C:12]([NH2:14])=[O:13])[CH:8]=[CH:7]2.